This data is from Forward reaction prediction with 1.9M reactions from USPTO patents (1976-2016). The task is: Predict the product of the given reaction. (1) Given the reactants [CH3:1][N:2]1[C:10]2[C:5](=[CH:6][CH:7]=[CH:8][CH:9]=2)[CH:4]=[C:3]1[CH:11]=O.[CH3:13][CH:14]([CH3:30])[C:15]([NH:17][C:18]1[CH:23]=[CH:22][CH:21]=[C:20]([CH:24]2[CH2:29][CH2:28][NH:27][CH2:26][CH2:25]2)[CH:19]=1)=[O:16], predict the reaction product. The product is: [CH3:13][CH:14]([CH3:30])[C:15]([NH:17][C:18]1[CH:23]=[CH:22][CH:21]=[C:20]([CH:24]2[CH2:29][CH2:28][N:27]([CH2:11][C:3]3[N:2]([CH3:1])[C:10]4[C:5]([CH:4]=3)=[CH:6][CH:7]=[CH:8][CH:9]=4)[CH2:26][CH2:25]2)[CH:19]=1)=[O:16]. (2) Given the reactants [N+:1]([C:4]1[CH:12]=[C:11]2[C:7]([CH2:8][CH2:9][CH2:10]2)=[CH:6][C:5]=1N)([O-:3])=[O:2].N([O-])=O.[Na+].NC(N)=O.[I-:22].[K+].C(=O)(O)[O-].[Na+], predict the reaction product. The product is: [I:22][C:5]1[CH:6]=[C:7]2[C:11](=[CH:12][C:4]=1[N+:1]([O-:3])=[O:2])[CH2:10][CH2:9][CH2:8]2. (3) Given the reactants [NH2:1][C@H:2]([CH2:22][C:23]1[CH:28]=[CH:27][C:26]([C:29]2[CH:34]=[CH:33][CH:32]=[CH:31][N:30]=2)=[CH:25][CH:24]=1)[CH2:3][C@H:4]([OH:21])[C@@H:5]([NH:13][C:14](=[O:20])[O:15][C:16]([CH3:19])([CH3:18])[CH3:17])[CH2:6][C:7]1[CH:12]=[CH:11][CH:10]=[CH:9][CH:8]=1.[CH3:35][O:36][C:37]([NH:39][C@@H:40]([C:44]([CH3:47])([CH3:46])[CH3:45])[C:41](O)=[O:42])=[O:38].CCOP(ON1N=NC2C=CC=CC=2C1=O)(OCC)=O.C(N(CC)C(C)C)(C)C, predict the reaction product. The product is: [CH2:6]([C@H:5]([NH:13][C:14](=[O:20])[O:15][C:16]([CH3:17])([CH3:18])[CH3:19])[C@@H:4]([OH:21])[CH2:3][C@H:2]([NH:1][C:41](=[O:42])[C@@H:40]([NH:39][C:37]([O:36][CH3:35])=[O:38])[C:44]([CH3:47])([CH3:46])[CH3:45])[CH2:22][C:23]1[CH:28]=[CH:27][C:26]([C:29]2[CH:34]=[CH:33][CH:32]=[CH:31][N:30]=2)=[CH:25][CH:24]=1)[C:7]1[CH:8]=[CH:9][CH:10]=[CH:11][CH:12]=1. (4) Given the reactants [F:1][C:2]([F:28])([F:27])[C:3]1[CH:8]=[CH:7][C:6]([NH:9][C:10](=[O:26])[NH:11][CH:12]2[CH2:17][CH2:16][CH:15]([NH:18]C(=O)OC(C)(C)C)[CH2:14][CH2:13]2)=[CH:5][CH:4]=1, predict the reaction product. The product is: [NH2:18][CH:15]1[CH2:16][CH2:17][CH:12]([NH:11][C:10]([NH:9][C:6]2[CH:5]=[CH:4][C:3]([C:2]([F:1])([F:27])[F:28])=[CH:8][CH:7]=2)=[O:26])[CH2:13][CH2:14]1. (5) The product is: [N+:14]([CH2:13][CH:6]([C:3]1[CH:4]=[CH:5][S:1][CH:2]=1)[CH2:7][C:8]([O:10][CH2:11][CH3:12])=[O:9])([O-:16])=[O:15]. Given the reactants [S:1]1[CH:5]=[CH:4][C:3]([CH:6]=[CH:7][C:8]([O:10][CH2:11][CH3:12])=[O:9])=[CH:2]1.[CH3:13][N+:14]([O-:16])=[O:15], predict the reaction product. (6) Given the reactants Cl.Cl[C:3]1[N:12]=[C:11]([N:13]([C:15]2[CH:20]=[CH:19][C:18]([O:21][CH3:22])=[CH:17][CH:16]=2)[CH3:14])[C:10]2[C:5](=[CH:6][CH:7]=[CH:8][CH:9]=2)[N:4]=1.[NH:23]1[CH2:28][CH2:27][NH:26][CH2:25][CH2:24]1, predict the reaction product. The product is: [CH3:22][O:21][C:18]1[CH:19]=[CH:20][C:15]([N:13]([CH3:14])[C:11]2[C:10]3[C:5](=[CH:6][CH:7]=[CH:8][CH:9]=3)[N:4]=[C:3]([N:23]3[CH2:28][CH2:27][NH:26][CH2:25][CH2:24]3)[N:12]=2)=[CH:16][CH:17]=1. (7) The product is: [C:49]([OH:54])(=[O:53])[C:50]([OH:52])=[O:51].[N:8]1[CH:9]=[CH:10][CH:11]=[CH:12][C:7]=1[N:6]1[C:5]2[CH:13]=[CH:14][CH:15]=[CH:16][C:4]=2[N:3]=[C:2]1/[CH:1]=[CH:22]/[C:18]1[NH:17][CH:21]=[CH:20][N:19]=1. Given the reactants [CH3:1][C:2]1[N:6]([C:7]2[CH:12]=[CH:11][CH:10]=[CH:9][N:8]=2)[C:5]2[CH:13]=[CH:14][CH:15]=[CH:16][C:4]=2[N:3]=1.[NH:17]1[CH:21]=[CH:20][N:19]=[C:18]1[CH:22]=O.Cl.Cl.N1C=CC=CC=1N1C2C=CC=CC=2N=C1/C=C/C1C=CC=CN=1.[C:49]([OH:54])(=[O:53])[C:50]([OH:52])=[O:51], predict the reaction product.